This data is from Reaction yield outcomes from USPTO patents with 853,638 reactions. The task is: Predict the reaction yield, written as a fraction of the theoretical maximum amount of product (1.0 means a 100% yield; for example, 0.34 means a 34% yield). The reactants are Br[CH2:2][CH2:3][CH2:4][CH3:5].[Cl:6][C:7]1[CH:8]=[C:9]([CH:12]=[CH:13][C:14]=1[OH:15])[CH:10]=[O:11].BrCCC.OC1C=CC(C=O)=CC=1. No catalyst specified. The product is [CH2:2]([O:15][C:14]1[CH:13]=[CH:12][C:9]([CH:10]=[O:11])=[CH:8][C:7]=1[Cl:6])[CH2:3][CH2:4][CH3:5]. The yield is 0.860.